Predict the reactants needed to synthesize the given product. From a dataset of Full USPTO retrosynthesis dataset with 1.9M reactions from patents (1976-2016). Given the product [CH2:22]([C:4]1[C:5]([CH2:8][C:9]2[N:13]([C:14]3[N:21]=[CH:20][CH:19]=[CH:18][C:15]=3[C:16]#[N:17])[N:12]=[CH:11][CH:10]=2)=[N:6][CH:7]=[C:2]([C:19]2[CH:20]=[N:21][CH:14]=[CH:15][CH:18]=2)[N:3]=1)[CH2:23][CH3:24], predict the reactants needed to synthesize it. The reactants are: Cl[C:2]1[N:3]=[C:4]([CH2:22][CH2:23][CH3:24])[C:5]([CH2:8][C:9]2[N:13]([C:14]3[N:21]=[CH:20][CH:19]=[CH:18][C:15]=3[C:16]#[N:17])[N:12]=[CH:11][CH:10]=2)=[N:6][CH:7]=1.C([O-])([O-])=O.[Na+].[Na+].